Dataset: Forward reaction prediction with 1.9M reactions from USPTO patents (1976-2016). Task: Predict the product of the given reaction. (1) Given the reactants [CH2:1]([O:4][C:5]1[CH:14]=[C:13]2[C:8]([CH:9]=[CH:10][C:11](=[S:15])[O:12]2)=[CH:7][CH:6]=1)[C:2]#[CH:3].[C:16]1([N:22]=[N+:23]=[N-:24])[CH:21]=[CH:20][CH:19]=[CH:18][CH:17]=1, predict the reaction product. The product is: [C:16]1([N:22]2[CH:3]=[C:2]([CH2:1][O:4][C:5]3[CH:14]=[C:13]4[C:8]([CH:9]=[CH:10][C:11](=[S:15])[O:12]4)=[CH:7][CH:6]=3)[N:24]=[N:23]2)[CH:21]=[CH:20][CH:19]=[CH:18][CH:17]=1. (2) The product is: [Br:14][C:15]1[CH:24]=[CH:23][CH:22]=[C:21]2[C:16]=1[CH2:17][CH2:18][N:19]([C:11]([C:9]1[CH:10]=[C:5]3[N:4]=[CH:3][C:2]([Cl:1])=[CH:7][N:6]3[N:8]=1)=[O:13])[CH2:20]2. Given the reactants [Cl:1][C:2]1[CH:3]=[N:4][C:5]2[N:6]([N:8]=[C:9]([C:11]([OH:13])=O)[CH:10]=2)[CH:7]=1.[Br:14][C:15]1[CH:24]=[CH:23][CH:22]=[C:21]2[C:16]=1[CH2:17][CH2:18][NH:19][CH2:20]2, predict the reaction product. (3) Given the reactants [Cl:1][C:2]1[N:7]=[C:6]([C:8]2[CH:9]=[C:10]([CH:20]=[CH:21][CH:22]=2)[CH2:11][NH:12][CH2:13][C:14]2[CH:19]=[CH:18][N:17]=[CH:16][CH:15]=2)[CH:5]=[CH:4][N:3]=1.[CH3:23][S:24](Cl)(=[O:26])=[O:25], predict the reaction product. The product is: [Cl:1][C:2]1[N:7]=[C:6]([C:8]2[CH:9]=[C:10]([CH:20]=[CH:21][CH:22]=2)[CH2:11][N:12]([CH2:13][C:14]2[CH:19]=[CH:18][N:17]=[CH:16][CH:15]=2)[S:24]([CH3:23])(=[O:26])=[O:25])[CH:5]=[CH:4][N:3]=1. (4) Given the reactants I[C:2]1[C:10]2[C:5](=[CH:6][CH:7]=[C:8]([NH:11][C:12]([CH:14]3[C:23]4[C:18](=[CH:19][CH:20]=[CH:21][CH:22]=4)[CH2:17][CH2:16][CH2:15]3)=[O:13])[CH:9]=2)[NH:4][N:3]=1.[CH3:24][N:25]1[CH2:30][CH2:29][N:28]([C:31]2[CH:36]=[CH:35][C:34](B3OC(C)(C)C(C)(C)O3)=[CH:33][CH:32]=2)[CH2:27][CH2:26]1.C([O-])([O-])=O.[Na+].[Na+], predict the reaction product. The product is: [CH3:24][N:25]1[CH2:30][CH2:29][N:28]([C:31]2[CH:32]=[CH:33][C:34]([C:2]3[C:10]4[C:5](=[CH:6][CH:7]=[C:8]([NH:11][C:12]([CH:14]5[C:23]6[C:18](=[CH:19][CH:20]=[CH:21][CH:22]=6)[CH2:17][CH2:16][CH2:15]5)=[O:13])[CH:9]=4)[NH:4][N:3]=3)=[CH:35][CH:36]=2)[CH2:27][CH2:26]1. (5) Given the reactants [NH:1]1[CH2:5][CH2:4][C@@H:3]([OH:6])[CH2:2]1.C([O:9][C:10]([C:12]1[S:13][C:14]([C:17]2[C:18]([NH:35][CH:36]([CH3:38])[CH3:37])=[N:19][C:20]([C:23]3[CH:28]=[CH:27][CH:26]=[C:25]([C:29]4[CH:30]=[N:31][N:32]([CH3:34])[CH:33]=4)[CH:24]=3)=[N:21][CH:22]=2)=[N:15][N:16]=1)=O)C, predict the reaction product. The product is: [OH:6][C@@H:3]1[CH2:4][CH2:5][N:1]([C:10]([C:12]2[S:13][C:14]([C:17]3[C:18]([NH:35][CH:36]([CH3:38])[CH3:37])=[N:19][C:20]([C:23]4[CH:28]=[CH:27][CH:26]=[C:25]([C:29]5[CH:30]=[N:31][N:32]([CH3:34])[CH:33]=5)[CH:24]=4)=[N:21][CH:22]=3)=[N:15][N:16]=2)=[O:9])[CH2:2]1.